This data is from Catalyst prediction with 721,799 reactions and 888 catalyst types from USPTO. The task is: Predict which catalyst facilitates the given reaction. (1) Reactant: [CH3:1][S:2]([N:5]1[CH2:10][CH2:9][O:8][C@@H:7]([CH2:11][NH:12][C:13]2[C:22]3[C:17](=[N:18][CH:19]=[CH:20][N:21]=3)[CH:16]=[C:15]([C:23]3[CH:28]=[CH:27][C:26]([N:29]4[CH2:34][CH2:33][NH:32][CH2:31][CH2:30]4)=[CH:25][CH:24]=3)[N:14]=2)[CH2:6]1)(=[O:4])=[O:3].C=O.[BH-](OC(C)=O)(OC(C)=O)O[C:39](C)=O.[Na+]. Product: [CH3:39][N:32]1[CH2:31][CH2:30][N:29]([C:26]2[CH:27]=[CH:28][C:23]([C:15]3[N:14]=[C:13]([NH:12][CH2:11][C@@H:7]4[O:8][CH2:9][CH2:10][N:5]([S:2]([CH3:1])(=[O:3])=[O:4])[CH2:6]4)[C:22]4[C:17](=[N:18][CH:19]=[CH:20][N:21]=4)[CH:16]=3)=[CH:24][CH:25]=2)[CH2:34][CH2:33]1. The catalyst class is: 2. (2) Reactant: Br[C:2]1[CH:3]=[C:4]([S:8]([NH:11][C:12]2[CH:20]=[CH:19][C:15]([C:16]([OH:18])=[O:17])=[C:14]([OH:21])[CH:13]=2)(=[O:10])=[O:9])[CH:5]=[CH:6][CH:7]=1.[CH:22]([O:25][C:26]([C:28]1[CH:29]=[C:30](B(O)O)[CH:31]=[CH:32][CH:33]=1)=[O:27])([CH3:24])[CH3:23].C([O-])([O-])=O.[K+].[K+].C(Cl)Cl. Product: [OH:21][C:14]1[CH:13]=[C:12]([NH:11][S:8]([C:4]2[CH:3]=[C:2]([C:30]3[CH:31]=[CH:32][CH:33]=[C:28]([C:26]([O:25][CH:22]([CH3:24])[CH3:23])=[O:27])[CH:29]=3)[CH:7]=[CH:6][CH:5]=2)(=[O:10])=[O:9])[CH:20]=[CH:19][C:15]=1[C:16]([OH:18])=[O:17]. The catalyst class is: 117. (3) Reactant: [CH2:1]([O:3][C:4](=[O:19])[C:5](=[CH:15]N(C)C)[C:6](=O)[CH2:7][CH2:8][C:9]([O:11][CH2:12][CH3:13])=[O:10])[CH3:2].[C:20](#[N:24])[CH2:21][C:22]#[N:23].C(O)(=[O:27])C. Product: [C:22]([C:21]1[C:20]([OH:27])=[N:24][C:6]([CH2:7][CH2:8][C:9]([O:11][CH2:12][CH3:13])=[O:10])=[C:5]([CH:15]=1)[C:4]([O:3][CH2:1][CH3:2])=[O:19])#[N:23]. The catalyst class is: 14.